Dataset: Full USPTO retrosynthesis dataset with 1.9M reactions from patents (1976-2016). Task: Predict the reactants needed to synthesize the given product. Given the product [NH2:22][C:20]1[C:21]2[C:12](/[CH:11]=[CH:10]/[CH2:9][CH2:8][OH:7])=[CH:13][CH:14]=[CH:15][C:16]=2[NH:17][S:18](=[O:24])(=[O:23])[N:19]=1, predict the reactants needed to synthesize it. The reactants are: O1CCCCC1[O:7][CH2:8][CH2:9]/[CH:10]=[CH:11]/[C:12]1[C:21]2[C:20]([NH2:22])=[N:19][S:18](=[O:24])(=[O:23])[NH:17][C:16]=2[CH:15]=[CH:14][CH:13]=1.CC(O)=O.O.